Predict which catalyst facilitates the given reaction. From a dataset of Catalyst prediction with 721,799 reactions and 888 catalyst types from USPTO. (1) Reactant: [Br:1][C:2]1[CH:3]=[C:4]([NH:9]C(=O)C)[CH:5]=[C:6]([F:8])[CH:7]=1.[ClH:13]. The catalyst class is: 8. Product: [ClH:13].[Br:1][C:2]1[CH:3]=[C:4]([CH:5]=[C:6]([F:8])[CH:7]=1)[NH2:9]. (2) Reactant: [Br:1][C:2]1[C:3]([O:17][Si:18]([C:21]([CH3:24])([CH3:23])[CH3:22])([CH3:20])[CH3:19])=[C:4]([C:10]([O:12][Si](C)(C)C)=[CH2:11])[C:5]([O:8][CH3:9])=[CH:6][CH:7]=1.[Br:25]Br.O. Product: [Br:25][CH2:12][C:10]([C:4]1[C:5]([O:8][CH3:9])=[CH:6][CH:7]=[C:2]([Br:1])[C:3]=1[O:17][Si:18]([C:21]([CH3:24])([CH3:23])[CH3:22])([CH3:20])[CH3:19])=[O:11]. The catalyst class is: 53. (3) Reactant: [C:1]([O:5][C:6](=[O:16])[NH:7][C:8]1[CH:13]=[CH:12][C:11]([CH3:14])=[C:10]([NH2:15])[CH:9]=1)([CH3:4])([CH3:3])[CH3:2].C(N(C(C)C)C(C)C)C.Cl[C:27]1[N:32]=[C:31]([S:33][C:34]#[N:35])[C:30]([N+:36]([O-:38])=[O:37])=[CH:29][N:28]=1.C(=O)([O-])O.[Na+]. Product: [N+:36]([C:30]1[C:31]([S:33][C:34]#[N:35])=[N:32][C:27]([NH:15][C:10]2[CH:9]=[C:8]([NH:7][C:6](=[O:16])[O:5][C:1]([CH3:4])([CH3:2])[CH3:3])[CH:13]=[CH:12][C:11]=2[CH3:14])=[N:28][CH:29]=1)([O-:38])=[O:37]. The catalyst class is: 7. (4) Reactant: Cl[C:2]1[N:7]=[CH:6][C:5]2[N:8]=[C:9]([CH2:17][O:18][CH:19]3[CH2:24][CH2:23][CH2:22][CH2:21][O:20]3)[N:10]([C@H:11]([CH3:16])[C:12]([F:15])([F:14])[F:13])[C:4]=2[CH:3]=1.[CH:25]1([S:28]([N:31]2[CH:35]=[C:34]([C:36]3[N:41]=[C:40]([NH2:42])[CH:39]=[CH:38][N:37]=3)[CH:33]=[N:32]2)(=[O:30])=[O:29])[CH2:27][CH2:26]1.C1(P(C2CCCCC2)C2C=CC=CC=2C2C(C(C)C)=CC(C(C)C)=CC=2C(C)C)CCCCC1.C(=O)([O-])[O-].[Cs+].[Cs+]. Product: [CH:25]1([S:28]([N:31]2[CH:35]=[C:34]([C:36]3[N:41]=[C:40]([NH:42][C:2]4[N:7]=[CH:6][C:5]5[N:8]=[C:9]([CH2:17][O:18][CH:19]6[CH2:24][CH2:23][CH2:22][CH2:21][O:20]6)[N:10]([C@H:11]([CH3:16])[C:12]([F:15])([F:14])[F:13])[C:4]=5[CH:3]=4)[CH:39]=[CH:38][N:37]=3)[CH:33]=[N:32]2)(=[O:29])=[O:30])[CH2:27][CH2:26]1. The catalyst class is: 62. (5) Reactant: [CH3:1][N:2]([CH3:12])[C@H:3]([C:9]([OH:11])=[O:10])[CH2:4][CH2:5][C:6]([OH:8])=[O:7].[S:13](=[O:17])(=[O:16])([OH:15])[OH:14]. Product: [S:13]([OH:17])([OH:16])(=[O:15])=[O:14].[CH3:12][N:2]([CH3:1])[C@H:3]([C:9]([OH:11])=[O:10])[CH2:4][CH2:5][C:6]([OH:8])=[O:7]. The catalyst class is: 6. (6) Reactant: Br[C:2]1[C:7]([CH3:8])=[CH:6][N:5]=[CH:4][C:3]=1[CH3:9].[CH:10]1([CH2:13][O:14][C:15]2[C:16]([O:35][CH3:36])=[CH:17][CH:18]=[C:19]3[C:24]=2[NH:23][C:22](=[O:25])[CH:21]=[C:20]3[NH:26]C2C(Cl)=CN=CC=2Cl)[CH2:12][CH2:11]1.CC(C)([O-])C.[Na+]. Product: [CH:10]1([CH2:13][O:14][C:15]2[C:16]([O:35][CH3:36])=[CH:17][CH:18]=[C:19]3[C:24]=2[NH:23][C:22](=[O:25])[CH:21]=[C:20]3[NH:26][C:2]2[C:7]([CH3:8])=[CH:6][N:5]=[CH:4][C:3]=2[CH3:9])[CH2:11][CH2:12]1. The catalyst class is: 187. (7) Reactant: [I:1]N1C(=O)CCC1=O.[CH2:9]([C:13]1[N:14]=[C:15]([Cl:22])[C:16]2[NH:21][CH:20]=[CH:19][C:17]=2[N:18]=1)[CH2:10][CH2:11][CH3:12]. Product: [CH2:9]([C:13]1[N:14]=[C:15]([Cl:22])[C:16]2[NH:21][CH:20]=[C:19]([I:1])[C:17]=2[N:18]=1)[CH2:10][CH2:11][CH3:12]. The catalyst class is: 680. (8) Reactant: C(O[BH-](OC(=O)C)OC(=O)C)(=O)C.[Na+].[F:15][C:16]1[CH:17]=[C:18]([CH:21]=[C:22]([C:24]([F:27])([F:26])[F:25])[CH:23]=1)[CH:19]=O.C(O)(=O)C.[NH2:32][C@H:33]1[CH2:39][CH2:38][CH2:37][N:36]([C:40]([O:42][C:43]([CH3:46])([CH3:45])[CH3:44])=[O:41])[C:35]2[CH:47]=[C:48]([C:52]([F:55])([F:54])[F:53])[C:49]([CH3:51])=[CH:50][C:34]1=2.C(=O)(O)[O-].[Na+]. Product: [C:43]([O:42][C:40]([N:36]1[CH2:37][CH2:38][CH2:39][C@H:33]([NH:32][CH2:19][C:18]2[CH:21]=[C:22]([C:24]([F:27])([F:26])[F:25])[CH:23]=[C:16]([F:15])[CH:17]=2)[C:34]2[CH:50]=[C:49]([CH3:51])[C:48]([C:52]([F:55])([F:53])[F:54])=[CH:47][C:35]1=2)=[O:41])([CH3:46])([CH3:45])[CH3:44]. The catalyst class is: 68. (9) Reactant: Br[C:2]1[CH:3]=[C:4]([N:8]2[C:13](=[O:14])[C:12]([C:15]3[CH:20]=[CH:19][C:18]([F:21])=[CH:17][CH:16]=3)=[C:11]([C:22]3[CH:27]=[CH:26][C:25]([S:28]([CH3:31])(=[O:30])=[O:29])=[CH:24][CH:23]=3)[CH:10]=[N:9]2)[CH:5]=[CH:6][CH:7]=1.C(=O)([O-])[O-].[Na+].[Na+].N. Product: [F:21][C:18]1[CH:19]=[CH:20][C:15]([C:2]2[CH:3]=[C:4]([N:8]3[C:13](=[O:14])[C:12]([C:15]4[CH:20]=[CH:19][C:18]([F:21])=[CH:17][CH:16]=4)=[C:11]([C:22]4[CH:27]=[CH:26][C:25]([S:28]([CH3:31])(=[O:30])=[O:29])=[CH:24][CH:23]=4)[CH:10]=[N:9]3)[CH:5]=[CH:6][CH:7]=2)=[CH:16][CH:17]=1. The catalyst class is: 6.